Dataset: Full USPTO retrosynthesis dataset with 1.9M reactions from patents (1976-2016). Task: Predict the reactants needed to synthesize the given product. (1) Given the product [Cl:1][C:2]1[CH:3]=[CH:4][C:5]([C:6](=[O:8])[CH2:15][C:16](=[O:17])[CH3:18])=[CH:11][CH:12]=1, predict the reactants needed to synthesize it. The reactants are: [Cl:1][C:2]1[CH:12]=[CH:11][C:5]([C:6]([O:8]CC)=O)=[CH:4][CH:3]=1.[H-].[Na+].[CH3:15][C:16]([CH3:18])=[O:17].Cl. (2) Given the product [N+:12]([C:4]1[CH:3]=[C:2]([C:23]2[CH2:28][CH2:27][N:26]([C:29]([O:31][C:32]([CH3:35])([CH3:34])[CH3:33])=[O:30])[CH2:25][CH:24]=2)[CH:7]=[C:6]([C:8]([F:11])([F:10])[F:9])[CH:5]=1)([O-:14])=[O:13], predict the reactants needed to synthesize it. The reactants are: Br[C:2]1[CH:7]=[C:6]([C:8]([F:11])([F:10])[F:9])[CH:5]=[C:4]([N+:12]([O-:14])=[O:13])[CH:3]=1.CC1(C)C(C)(C)OB([C:23]2[CH2:28][CH2:27][N:26]([C:29]([O:31][C:32]([CH3:35])([CH3:34])[CH3:33])=[O:30])[CH2:25][CH:24]=2)O1.